From a dataset of Catalyst prediction with 721,799 reactions and 888 catalyst types from USPTO. Predict which catalyst facilitates the given reaction. (1) Reactant: [CH3:1][N:2]1[CH:6]=[C:5]([C:7]([OH:9])=O)[N:4]=[CH:3]1.C[NH3+].F[P-](F)(F)(F)(F)F.N1(OC(N(C)C)=[N+](C)C)C2N=CC=CC=2N=N1.F[P-](F)(F)(F)(F)F.C(N(C(C)C)CC)(C)C.[Br:52][C:53]1[CH:58]=[C:57]([CH2:59][NH:60][CH:61]2[CH2:64][CH2:63][CH2:62]2)[CH:56]=[CH:55][N:54]=1. Product: [Br:52][C:53]1[CH:58]=[C:57]([CH2:59][N:60]([CH:61]2[CH2:62][CH2:63][CH2:64]2)[C:7]([C:5]2[N:4]=[CH:3][N:2]([CH3:1])[CH:6]=2)=[O:9])[CH:56]=[CH:55][N:54]=1. The catalyst class is: 695. (2) Reactant: [OH:1][CH2:2][CH2:3][O:4][CH:5]1[CH2:10][CH2:9][N:8]([C:11]([O:13][CH2:14][C:15]2[CH:20]=[CH:19][CH:18]=[CH:17][CH:16]=2)=[O:12])[CH2:7][CH2:6]1.C(N(CC)CC)C.CS(C)=O. Product: [O:1]=[CH:2][CH2:3][O:4][CH:5]1[CH2:10][CH2:9][N:8]([C:11]([O:13][CH2:14][C:15]2[CH:16]=[CH:17][CH:18]=[CH:19][CH:20]=2)=[O:12])[CH2:7][CH2:6]1. The catalyst class is: 6. (3) Reactant: [Cl:1][C:2]1[CH:33]=[CH:32][C:31]([Cl:34])=[CH:30][C:3]=1[O:4][C:5]1[CH:10]=[CH:9][C:8]([N+:11]([O-:13])=[O:12])=[CH:7][C:6]=1[S:14]([N:17]1[CH2:22][CH2:21][N:20](C(OC(C)(C)C)=O)[CH2:19][CH2:18]1)(=[O:16])=[O:15].Cl.CCOC(C)=O. Product: [Cl:1][C:2]1[CH:33]=[CH:32][C:31]([Cl:34])=[CH:30][C:3]=1[O:4][C:5]1[CH:10]=[CH:9][C:8]([N+:11]([O-:13])=[O:12])=[CH:7][C:6]=1[S:14]([N:17]1[CH2:22][CH2:21][NH:20][CH2:19][CH2:18]1)(=[O:16])=[O:15]. The catalyst class is: 135. (4) Reactant: Br[C:2]1[CH:3]=[C:4]([C:8]([CH3:13])([CH3:12])[C:9]([OH:11])=[O:10])[CH:5]=[CH:6][CH:7]=1.C([Li])(C)(C)C.[B:19](OCCCC)([O:25]CCCC)[O:20]CCCC. Product: [C:9]([C:8]([C:4]1[CH:3]=[C:2]([B:19]([OH:25])[OH:20])[CH:7]=[CH:6][CH:5]=1)([CH3:13])[CH3:12])([OH:11])=[O:10]. The catalyst class is: 28. (5) Reactant: [CH3:1][C:2]([OH:12])([CH2:5][CH2:6][CH2:7][CH:8]([CH3:11])[CH2:9][CH3:10])[C:3]#[CH:4].C1(C)C=CC(S(O)(=O)=O)=CC=1.[C:24](OC(=O)C)(=[O:26])[CH3:25]. Product: [C:24]([O:12][C:2]([CH3:1])([CH2:5][CH2:6][CH2:7][CH:8]([CH3:11])[CH2:9][CH3:10])[C:3]#[CH:4])(=[O:26])[CH3:25]. The catalyst class is: 6.